Predict the reaction yield, written as a fraction of the theoretical maximum amount of product (1.0 means a 100% yield; for example, 0.34 means a 34% yield). From a dataset of Reaction yield outcomes from USPTO patents with 853,638 reactions. (1) The reactants are [C:1]([C:3]1[CH:8]=[CH:7][C:6]([NH:9][CH:10]2[CH2:15][CH2:14][CH:13]([O:16][CH2:17][C:18]([OH:20])=O)[CH2:12][CH2:11]2)=[CH:5][C:4]=1[C:21]([F:24])([F:23])[F:22])#[N:2].CCN=C=NCCCN(C)C.Cl.C1C=CC2N(O)N=NC=2C=1.C(N(CC)CC)C.[F:54][C:55]([F:73])([F:72])[C:56]1[CH:57]=[CH:58][C:59]2[O:63][CH:62]([CH2:64][N:65]3[CH2:70][CH2:69][NH:68][CH2:67][CH2:66]3)[CH2:61][C:60]=2[CH:71]=1. The catalyst is ClCCl. The product is [O:20]=[C:18]([N:68]1[CH2:69][CH2:70][N:65]([CH2:64][CH:62]2[CH2:61][C:60]3[CH:71]=[C:56]([C:55]([F:73])([F:54])[F:72])[CH:57]=[CH:58][C:59]=3[O:63]2)[CH2:66][CH2:67]1)[CH2:17][O:16][CH:13]1[CH2:12][CH2:11][CH:10]([NH:9][C:6]2[CH:7]=[CH:8][C:3]([C:1]#[N:2])=[C:4]([C:21]([F:23])([F:22])[F:24])[CH:5]=2)[CH2:15][CH2:14]1. The yield is 0.430. (2) The reactants are [CH3:1][NH:2][C:3]([C:5]1[C:10]([NH2:11])=[N:9][CH:8]=[C:7]([C:12]2[CH:17]=[CH:16][CH:15]=[C:14]([CH2:18]O)[CH:13]=2)[N:6]=1)=[O:4].C1(P([N:34]=[N+:35]=[N-:36])(C2C=CC=CC=2)=O)C=CC=CC=1.C1CCN2C(=NCCC2)CC1.O. The catalyst is C1COCC1. The product is [CH3:1][NH:2][C:3]([C:5]1[C:10]([NH2:11])=[N:9][CH:8]=[C:7]([C:12]2[CH:17]=[CH:16][CH:15]=[C:14]([CH2:18][N:34]=[N+:35]=[N-:36])[CH:13]=2)[N:6]=1)=[O:4]. The yield is 0.664. (3) The reactants are C[O:2][C:3]1[C:8]2[N:9]=[C:10]([NH:12][C:13]([C:15]3[S:16][C:17]([CH3:20])=[CH:18][CH:19]=3)=[O:14])[S:11][C:7]=2[C:6]([C:21]2[CH:26]=[CH:25][CH:24]=[CH:23][CH:22]=2)=[CH:5][CH:4]=1.B(Br)(Br)Br. The catalyst is C(OCC)(=O)C. The product is [OH:2][C:3]1[C:8]2[N:9]=[C:10]([NH:12][C:13]([C:15]3[S:16][C:17]([CH3:20])=[CH:18][CH:19]=3)=[O:14])[S:11][C:7]=2[C:6]([C:21]2[CH:26]=[CH:25][CH:24]=[CH:23][CH:22]=2)=[CH:5][CH:4]=1. The yield is 0.190. (4) The reactants are [CH2:1]([N:8]([CH2:12][C:13]1[N:14]=[CH:15][NH:16][C:17]=1[C:18]([O:20][CH3:21])=[O:19])[CH2:9][CH2:10]O)[C:2]1[CH:7]=[CH:6][CH:5]=[CH:4][CH:3]=1.S(Cl)([Cl:24])=O. The catalyst is C(Cl)Cl. The product is [ClH:24].[CH2:1]([N:8]([CH2:12][C:13]1[N:14]=[CH:15][NH:16][C:17]=1[C:18]([O:20][CH3:21])=[O:19])[CH2:9][CH2:10][Cl:24])[C:2]1[CH:7]=[CH:6][CH:5]=[CH:4][CH:3]=1. The yield is 1.00.